This data is from Retrosynthesis with 50K atom-mapped reactions and 10 reaction types from USPTO. The task is: Predict the reactants needed to synthesize the given product. The reactants are: C[C@@H]1CN(CC(=O)N2CC(C)(C)c3cnc(Cc4ccc(F)cc4F)cc32)[C@@H](CCl)CN1C(=O)OC(C)(C)C.O=c1nccc[nH]1. Given the product C[C@@H]1CN(CC(=O)N2CC(C)(C)c3cnc(Cc4ccc(F)cc4F)cc32)[C@@H](Cn2cccnc2=O)CN1C(=O)OC(C)(C)C, predict the reactants needed to synthesize it.